From a dataset of Full USPTO retrosynthesis dataset with 1.9M reactions from patents (1976-2016). Predict the reactants needed to synthesize the given product. (1) The reactants are: [CH2:1]([O:3][C:4]([C:6]1[CH:10]=[CH:9][N:8]([CH:11]([CH3:13])[CH3:12])[C:7]=1[CH:14]([C:16]1[CH:21]=[CH:20][C:19]([Cl:22])=[CH:18][CH:17]=1)O)=[O:5])[CH3:2].[NH2:23][C:24]1[CH:25]=[C:26]([Cl:32])[C:27](=[O:31])[N:28]([CH3:30])[CH:29]=1.COC(C1C=C(Br)N(C(C)C)C=1C(C1C=CC(Cl)=CC=1)O)=O.ClC1C=C(C=CC=1F)N. Given the product [CH2:1]([O:3][C:4]([C:6]1[CH:10]=[CH:9][N:8]([CH:11]([CH3:13])[CH3:12])[C:7]=1[CH:14]([NH:23][C:24]1[CH:25]=[C:26]([Cl:32])[C:27](=[O:31])[N:28]([CH3:30])[CH:29]=1)[C:16]1[CH:21]=[CH:20][C:19]([Cl:22])=[CH:18][CH:17]=1)=[O:5])[CH3:2], predict the reactants needed to synthesize it. (2) Given the product [C:29]([C:28]1[CH:27]=[CH:26][C:25]([C:23]2[N:24]=[C:20]([NH:19][C:15]([CH3:18])([CH3:16])/[CH:14]=[CH:7]/[C:5]([O:4][CH3:3])=[O:6])[S:21][CH:22]=2)=[CH:32][CH:31]=1)#[N:30], predict the reactants needed to synthesize it. The reactants are: [H-].[Na+].[CH3:3][O:4][C:5]([CH2:7]P(OC)(OC)=O)=[O:6].[CH3:14][C:15]([NH:19][C:20]1[S:21][CH:22]=[C:23]([C:25]2[CH:32]=[CH:31][C:28]([C:29]#[N:30])=[CH:27][CH:26]=2)[N:24]=1)([CH3:18])[CH:16]=O. (3) The reactants are: [Br:1][C:2]1[CH:15]=[CH:14][C:5](/[CH:6]=[N:7]/[S@@:8]([C:10]([CH3:13])([CH3:12])[CH3:11])=[O:9])=[CH:4][CH:3]=1.[C:16]1([Mg]Br)[CH:21]=[CH:20][CH:19]=[CH:18][CH:17]=1. Given the product [Br:1][C:2]1[CH:15]=[CH:14][C:5]([C@@H:6]([C:16]2[CH:21]=[CH:20][CH:19]=[CH:18][CH:17]=2)[NH:7][S@:8]([C:10]([CH3:11])([CH3:12])[CH3:13])=[O:9])=[CH:4][CH:3]=1, predict the reactants needed to synthesize it. (4) Given the product [Cl:22][C:19]1[CH:20]=[CH:21][C:16]([C:14]2[N:15]=[C:10]([CH2:9][N:6]3[CH:1]=[C:2]([CH2:3][CH2:4][CH3:5])[N:8]=[N:7]3)[C:11]([C:30]([NH:32][N:33]3[CH2:38][CH2:37][CH2:36][CH2:35][CH2:34]3)=[O:31])=[N:12][C:13]=2[C:23]2[CH:24]=[CH:25][C:26]([Cl:29])=[CH:27][CH:28]=2)=[CH:17][CH:18]=1, predict the reactants needed to synthesize it. The reactants are: [CH:1]#[C:2][CH2:3][CH2:4][CH3:5].[N:6]([CH2:9][C:10]1[C:11]([C:30]([NH:32][N:33]2[CH2:38][CH2:37][CH2:36][CH2:35][CH2:34]2)=[O:31])=[N:12][C:13]([C:23]2[CH:28]=[CH:27][C:26]([Cl:29])=[CH:25][CH:24]=2)=[C:14]([C:16]2[CH:21]=[CH:20][C:19]([Cl:22])=[CH:18][CH:17]=2)[N:15]=1)=[N+:7]=[N-:8].O=C1O[C@H]([C@H](CO)O)C([O-])=C1O.[Na+].C1COCC1. (5) Given the product [CH3:18][O:16][C:15]([C@@H:10]1[CH2:11][C@H:12]([OH:14])[CH2:13][C@@H:9]1[NH:8][C:6]([O:5][C:1]([CH3:4])([CH3:2])[CH3:3])=[O:7])=[O:17], predict the reactants needed to synthesize it. The reactants are: [C:1]([O:5][C:6]([NH:8][C@H:9]1[CH2:13][C@@H:12]([OH:14])[CH2:11][C@H:10]1[C:15]([OH:17])=[O:16])=[O:7])([CH3:4])([CH3:3])[CH3:2].[CH3:18][Si](C=[N+]=[N-])(C)C.